This data is from Full USPTO retrosynthesis dataset with 1.9M reactions from patents (1976-2016). The task is: Predict the reactants needed to synthesize the given product. (1) Given the product [Br:1][C:2]1[CH:3]=[CH:4][CH:5]=[C:6]2[C:10]=1[N:9]([CH2:26][C:25]1[CH:28]=[CH:29][C:22]([O:20][CH3:21])=[CH:23][CH:24]=1)[N:8]=[C:7]2[C:11]([C:13]1[CH:18]=[CH:17][C:16]([Cl:19])=[CH:15][CH:14]=1)=[O:12], predict the reactants needed to synthesize it. The reactants are: [Br:1][C:2]1[CH:3]=[CH:4][CH:5]=[C:6]2[C:10]=1[NH:9][N:8]=[C:7]2[C:11]([C:13]1[CH:18]=[CH:17][C:16]([Cl:19])=[CH:15][CH:14]=1)=[O:12].[O:20]([C:22]1[CH:29]=[CH:28][C:25]([CH2:26]Cl)=[CH:24][CH:23]=1)[CH3:21].C(=O)([O-])[O-].[Cs+].[Cs+].O. (2) Given the product [CH3:1][C:2]1[O:6][C:5]([C:7]2[CH:8]=[CH:9][CH:10]=[CH:11][CH:12]=2)=[N:4][C:3]=1[CH2:13][CH2:14][CH2:15][C:16]#[CH:17], predict the reactants needed to synthesize it. The reactants are: [CH3:1][C:2]1[O:6][C:5]([C:7]2[CH:12]=[CH:11][CH:10]=[CH:9][CH:8]=2)=[N:4][C:3]=1[CH2:13][CH2:14][CH2:15][C:16]#[C:17][Si](C)(C)C.[OH-].[K+]. (3) Given the product [Br:1][C:2]1[CH:7]=[CH:6][C:5]([C:8]2[N:12]=[C:13]([C:15]3[C:24]4[C:19](=[CH:20][CH:21]=[CH:22][CH:23]=4)[CH:18]=[CH:17][CH:16]=3)[N:35]([C:25]3[C:34]4[C:29](=[CH:30][CH:31]=[CH:32][CH:33]=4)[CH:28]=[CH:27][CH:26]=3)[N:36]=2)=[CH:4][CH:3]=1, predict the reactants needed to synthesize it. The reactants are: [Br:1][C:2]1[CH:7]=[CH:6][C:5]([C:8](=[N:12][C:13]([C:15]2[C:24]3[C:19](=[CH:20][CH:21]=[CH:22][CH:23]=3)[CH:18]=[CH:17][CH:16]=2)=O)OCC)=[CH:4][CH:3]=1.[C:25]1([NH:35][NH2:36])[C:34]2[C:29](=[CH:30][CH:31]=[CH:32][CH:33]=2)[CH:28]=[CH:27][CH:26]=1.